From a dataset of Forward reaction prediction with 1.9M reactions from USPTO patents (1976-2016). Predict the product of the given reaction. (1) The product is: [Cl:9][C:10]1[CH:11]=[C:12]([NH:24][C:25]2[C:34]3[C:29](=[CH:30][CH:31]=[CH:32][C:33]=3[O:35][CH2:36][C@H:37]3[CH2:41][CH2:40][CH2:39][N:38]3[C:3](=[O:5])[C:2]([CH3:1])([CH3:8])[CH2:6][OH:7])[N:28]=[CH:27][N:26]=2)[CH:13]=[CH:14][C:15]=1[O:16][CH2:17][C:18]1[CH:23]=[CH:22][CH:21]=[CH:20][N:19]=1. Given the reactants [CH3:1][C:2]([CH3:8])([CH2:6][OH:7])[C:3]([OH:5])=O.[Cl:9][C:10]1[CH:11]=[C:12]([NH:24][C:25]2[C:34]3[C:29](=[CH:30][CH:31]=[CH:32][C:33]=3[O:35][CH2:36][C@H:37]3[CH2:41][CH2:40][CH2:39][NH:38]3)[N:28]=[CH:27][N:26]=2)[CH:13]=[CH:14][C:15]=1[O:16][CH2:17][C:18]1[CH:23]=[CH:22][CH:21]=[CH:20][N:19]=1, predict the reaction product. (2) Given the reactants [C:1]([NH:5][C:6](=[O:15])[C:7]1[CH:12]=[C:11](Cl)[N:10]=[C:9]([Cl:14])[CH:8]=1)([CH3:4])([CH3:3])[CH3:2].[N:16]1[CH:21]=[CH:20][C:19](B(O)O)=[CH:18][CH:17]=1.C1(C)C=CC=CC=1.CCO.C([O-])([O-])=O.[Na+].[Na+], predict the reaction product. The product is: [C:1]([NH:5][C:6]([C:7]1[CH:8]=[C:9]([Cl:14])[N:10]=[C:11]([C:19]2[CH:20]=[CH:21][N:16]=[CH:17][CH:18]=2)[CH:12]=1)=[O:15])([CH3:2])([CH3:3])[CH3:4]. (3) Given the reactants Br[C:2]1[N:7]=[CH:6][C:5]2[C:8]([CH:14]3[CH2:18][NH:17][C:16](=[O:19])[CH2:15]3)=[CH:9][N:10]([CH:11]([CH3:13])[CH3:12])[C:4]=2[CH:3]=1.C1(P(C2C=CC=CC=2)C2C3OC4C(=CC=CC=4P(C4C=CC=CC=4)C4C=CC=CC=4)C(C)(C)C=3C=CC=2)C=CC=CC=1.C(=O)([O-])[O-].[Cs+].[Cs+].[CH:68]1([S:71]([N:74]2[CH:78]=[C:77]([C:79]3[N:84]=[C:83]([NH2:85])[CH:82]=[CH:81][N:80]=3)[CH:76]=[N:75]2)(=[O:73])=[O:72])[CH2:70][CH2:69]1, predict the reaction product. The product is: [CH:68]1([S:71]([N:74]2[CH:78]=[C:77]([C:79]3[N:84]=[C:83]([NH:85][C:2]4[N:7]=[CH:6][C:5]5[C:8]([CH:14]6[CH2:18][NH:17][C:16](=[O:19])[CH2:15]6)=[CH:9][N:10]([CH:11]([CH3:13])[CH3:12])[C:4]=5[CH:3]=4)[CH:82]=[CH:81][N:80]=3)[CH:76]=[N:75]2)(=[O:72])=[O:73])[CH2:70][CH2:69]1.